Dataset: CYP2C9 inhibition data for predicting drug metabolism from PubChem BioAssay. Task: Regression/Classification. Given a drug SMILES string, predict its absorption, distribution, metabolism, or excretion properties. Task type varies by dataset: regression for continuous measurements (e.g., permeability, clearance, half-life) or binary classification for categorical outcomes (e.g., BBB penetration, CYP inhibition). Dataset: cyp2c9_veith. (1) The result is 0 (non-inhibitor). The molecule is COc1ccc(O)c(/C=N/NC(=O)c2ccc(OCc3cccc(Br)c3)cc2)c1. (2) The drug is CCOCCCNC(=O)CCS(=O)(=O)Cc1ccc(C)cc1. The result is 0 (non-inhibitor).